This data is from Catalyst prediction with 721,799 reactions and 888 catalyst types from USPTO. The task is: Predict which catalyst facilitates the given reaction. (1) Reactant: [C:1]([O:9][CH2:10][CH3:11])(=[O:8])[CH2:2][C:3]([O:5][CH2:6][CH3:7])=[O:4].[Cl-].[Mg+2].[Cl-].[C:15](Cl)(=[O:18])[CH2:16][CH3:17].Cl. Product: [C:15]([CH:2]([C:3]([O:5][CH2:6][CH3:7])=[O:4])[C:1]([O:9][CH2:10][CH3:11])=[O:8])(=[O:18])[CH2:16][CH3:17]. The catalyst class is: 556. (2) Reactant: ClC(Cl)(O[C:5](=[O:11])OC(Cl)(Cl)Cl)Cl.[CH:13]([N:16]1[C:20]2[N:21]=[C:22]([C:31]3[CH:36]=[CH:35][C:34]([NH2:37])=[CH:33][CH:32]=3)[N:23]=[C:24]([N:25]3[CH2:30][CH2:29][O:28][CH2:27][CH2:26]3)[C:19]=2[N:18]=[N:17]1)([CH3:15])[CH3:14].[CH3:38][N:39]([CH3:43])[CH2:40][CH2:41][NH2:42].CCN(CC)CC. Product: [CH3:38][N:39]([CH3:43])[CH2:40][CH2:41][NH:42][C:5]([NH:37][C:34]1[CH:33]=[CH:32][C:31]([C:22]2[N:23]=[C:24]([N:25]3[CH2:30][CH2:29][O:28][CH2:27][CH2:26]3)[C:19]3[N:18]=[N:17][N:16]([CH:13]([CH3:15])[CH3:14])[C:20]=3[N:21]=2)=[CH:36][CH:35]=1)=[O:11]. The catalyst class is: 2. (3) Reactant: Br[C:2]1[CH:7]=[CH:6][C:5]([C@H:8]([CH:16]2[CH2:21][CH2:20][CH2:19][CH2:18][CH2:17]2)[NH:9][S@:10]([C:12]([CH3:15])([CH3:14])[CH3:13])=[O:11])=[CH:4][CH:3]=1.BrC1C=CC(C(CC(C)([S@@](N)=O)C)C2CCCCC2)=CC=1.[CH3:43][PH:44]([O-])([O-:48])[O:45][CH2:46][CH3:47].CCN(CC)CC. Product: [CH:16]1([C@H:8]([NH:9][S@:10]([C:12]([CH3:15])([CH3:14])[CH3:13])=[O:11])[C:5]2[CH:6]=[CH:7][C:2]([P:44]([CH3:43])(=[O:48])[O:45][CH2:46][CH3:47])=[CH:3][CH:4]=2)[CH2:21][CH2:20][CH2:19][CH2:18][CH2:17]1. The catalyst class is: 450. (4) Reactant: [CH:1]([C:3]1[CH:8]=[CH:7][C:6]([C:9]2([CH3:14])[O:13][CH2:12][CH2:11][O:10]2)=[CH:5][CH:4]=1)=[O:2].S([CH2:25][N+:26]#[C-:27])(C1C=CC(C)=CC=1)(=O)=O.C(=O)([O-])[O-].[K+].[K+]. Product: [O:2]1[C:1]([C:3]2[CH:4]=[CH:5][C:6]([C:9]3([CH3:14])[O:10][CH2:11][CH2:12][O:13]3)=[CH:7][CH:8]=2)=[CH:27][N:26]=[CH:25]1. The catalyst class is: 24. (5) Product: [C:4]([CH2:6][C:7]1[CH:12]=[CH:11][C:10]([NH:13]/[C:14](=[C:21]2\[C:22](=[O:40])[NH:23][C:24]3[C:29]\2=[CH:28][C:27]([NH:30][S:31]([C:34]2[CH:39]=[CH:38][CH:37]=[CH:36][CH:35]=2)(=[O:33])=[O:32])=[CH:26][CH:25]=3)/[C:15]2[CH:16]=[CH:17][CH:18]=[CH:19][CH:20]=2)=[CH:9][CH:8]=1)([OH:5])=[O:3]. Reactant: C([O:3][C:4]([CH2:6][C:7]1[CH:12]=[CH:11][C:10]([NH:13]/[C:14](=[C:21]2\[C:22](=[O:40])[NH:23][C:24]3[C:29]\2=[CH:28][C:27]([NH:30][S:31]([C:34]2[CH:39]=[CH:38][CH:37]=[CH:36][CH:35]=2)(=[O:33])=[O:32])=[CH:26][CH:25]=3)/[C:15]2[CH:20]=[CH:19][CH:18]=[CH:17][CH:16]=2)=[CH:9][CH:8]=1)=[O:5])C.[OH-].[Na+]. The catalyst class is: 138.